This data is from Catalyst prediction with 721,799 reactions and 888 catalyst types from USPTO. The task is: Predict which catalyst facilitates the given reaction. (1) Reactant: Cl[C:2]1[N:7]=[C:6]([CH3:8])[C:5]([CH:9]([CH2:14][CH2:15][CH3:16])[C:10]([O:12][CH3:13])=[O:11])=[C:4]([C:17]2[CH:22]=[CH:21][CH:20]=[CH:19][CH:18]=2)[N:3]=1.[Cl:23][C:24]1[CH:29]=[CH:28][CH:27]=[CH:26][C:25]=1B(O)O.C(N(CC)C(C)C)(C)C. Product: [Cl:23][C:24]1[CH:29]=[CH:28][CH:27]=[CH:26][C:25]=1[C:2]1[N:7]=[C:6]([CH3:8])[C:5]([CH:9]([CH2:14][CH2:15][CH3:16])[C:10]([O:12][CH3:13])=[O:11])=[C:4]([C:17]2[CH:22]=[CH:21][CH:20]=[CH:19][CH:18]=2)[N:3]=1. The catalyst class is: 659. (2) Reactant: [CH3:1][C:2]1[N:7]=[C:6]2[N:8]([CH2:13][O:14][CH2:15][CH2:16][Si:17]([CH3:20])([CH3:19])[CH3:18])[N:9]=[C:10]([C:11]#[N:12])[C:5]2=[CH:4][CH:3]=1.C[O-].[Na+].[Cl-].[NH4+:25].[C:26]([OH:29])(=[O:28])[CH3:27]. Product: [C:26]([OH:29])(=[O:28])[CH3:27].[CH3:1][C:2]1[N:7]=[C:6]2[N:8]([CH2:13][O:14][CH2:15][CH2:16][Si:17]([CH3:19])([CH3:18])[CH3:20])[N:9]=[C:10]([C:11](=[NH:25])[NH2:12])[C:5]2=[CH:4][CH:3]=1. The catalyst class is: 5. (3) Reactant: [CH2:1]([N:3]([CH2:21][CH:22]1[CH2:27][CH2:26][NH:25][CH2:24][CH2:23]1)[CH:4]1[CH2:13][C:12]2[CH:11]=[C:10]([NH:14][C:15](=[O:20])[C:16]([F:19])([F:18])[F:17])[CH:9]=[CH:8][C:7]=2[CH2:6][CH2:5]1)[CH3:2].C(N(CC)CC)C.[CH:35]([N:38]=[C:39]=[O:40])([CH3:37])[CH3:36]. Product: [CH:35]([NH:38][C:39]([N:25]1[CH2:24][CH2:23][CH:22]([CH2:21][N:3]([CH2:1][CH3:2])[CH:4]2[CH2:5][CH2:6][C:7]3[C:12](=[CH:11][C:10]([NH:14][C:15](=[O:20])[C:16]([F:17])([F:18])[F:19])=[CH:9][CH:8]=3)[CH2:13]2)[CH2:27][CH2:26]1)=[O:40])([CH3:37])[CH3:36]. The catalyst class is: 2. (4) Reactant: [CH2:1]([N:3]([CH2:37][CH3:38])[CH2:4][CH2:5][CH2:6][NH:7][C:8]1[N:9]=[C:10]([C:27]2[CH:28]=[C:29]([CH:33]=[CH:34][C:35]=2[CH3:36])[C:30]([OH:32])=O)[C:11]2[CH:17]=[CH:16][C:15](=[O:18])[N:14]([C:19]3[C:24]([F:25])=[CH:23][CH:22]=[CH:21][C:20]=3[F:26])[C:12]=2[N:13]=1)[CH3:2].CN(C(ON1N=NC2C=CC=CC1=2)=[N+](C)C)C.F[P-](F)(F)(F)(F)F.C(N(CC)CC)C.[CH3:70][NH:71][C:72](=[O:75])[CH2:73][NH2:74]. Product: [CH2:1]([N:3]([CH2:37][CH3:38])[CH2:4][CH2:5][CH2:6][NH:7][C:8]1[N:9]=[C:10]([C:27]2[CH:28]=[C:29]([CH:33]=[CH:34][C:35]=2[CH3:36])[C:30]([NH:74][CH2:73][C:72]([NH:71][CH3:70])=[O:75])=[O:32])[C:11]2[CH:17]=[CH:16][C:15](=[O:18])[N:14]([C:19]3[C:24]([F:25])=[CH:23][CH:22]=[CH:21][C:20]=3[F:26])[C:12]=2[N:13]=1)[CH3:2]. The catalyst class is: 3. (5) Reactant: [F:1][C:2]([F:16])([F:15])[CH2:3][N:4]1[C:12]2[C:7](=[CH:8][CH:9]=[CH:10][CH:11]=2)[C:6](=O)[C:5]1=[O:14].Cl(O)(=O)(=O)=O. Product: [F:16][C:2]([F:1])([F:15])[CH2:3][N:4]1[C:12]2[C:7](=[CH:8][CH:9]=[CH:10][CH:11]=2)[CH2:6][C:5]1=[O:14]. The catalyst class is: 331. (6) Reactant: [CH3:1][N:2]1[CH2:15][CH2:14][C:5]2[NH:6][C:7]3[CH:8]=[CH:9][C:10]([CH3:13])=[CH:11][C:12]=3[C:4]=2[CH2:3]1.P([O-])([O-])([O-])=O.[K+].[K+].[K+].N1CCC[C@H]1C(O)=O.Br[CH:33]=[C:34]([CH:36]1[CH2:41][CH2:40][CH2:39][CH2:38][CH2:37]1)[CH3:35]. Product: [CH:36]1(/[C:34](/[CH3:35])=[CH:33]/[N:6]2[C:7]3[CH:8]=[CH:9][C:10]([CH3:13])=[CH:11][C:12]=3[C:4]3[CH2:3][N:2]([CH3:1])[CH2:15][CH2:14][C:5]2=3)[CH2:41][CH2:40][CH2:39][CH2:38][CH2:37]1. The catalyst class is: 122.